Dataset: Reaction yield outcomes from USPTO patents with 853,638 reactions. Task: Predict the reaction yield, written as a fraction of the theoretical maximum amount of product (1.0 means a 100% yield; for example, 0.34 means a 34% yield). (1) The reactants are Br[C:2]1[CH:3]=[CH:4][C:5]2[N:11]3[C:12]([CH3:15])=[N:13][N:14]=[C:10]3[C@H:9]([CH3:16])[CH2:8][N:7]([C:17]3[CH:22]=[CH:21][C:20]([Cl:23])=[CH:19][CH:18]=3)[C:6]=2[CH:24]=1.[CH3:25][C:26]1[N:30]=[CH:29][NH:28][N:27]=1.N1C2C(=CC=C3C=2N=CC=C3)C=CC=1.C(=O)([O-])[O-].[Cs+].[Cs+]. The catalyst is CS(C)=O.C(OCC)(=O)C.[Cu]I. The product is [Cl:23][C:20]1[CH:19]=[CH:18][C:17]([N:7]2[CH2:8][C@@H:9]([CH3:16])[C:10]3=[N:14][N:13]=[C:12]([CH3:15])[N:11]3[C:5]3[CH:4]=[CH:3][C:2]([N:27]4[C:26]([CH3:25])=[N:30][CH:29]=[N:28]4)=[CH:24][C:6]2=3)=[CH:22][CH:21]=1.[Cl:23][C:20]1[CH:19]=[CH:18][C:17]([N:7]2[CH2:8][C@@H:9]([CH3:16])[C:10]3=[N:14][N:13]=[C:12]([CH3:15])[N:11]3[C:5]3[CH:4]=[CH:3][C:2]([N:28]4[CH:29]=[N:30][C:26]([CH3:25])=[N:27]4)=[CH:24][C:6]2=3)=[CH:22][CH:21]=1. The yield is 0.250. (2) The reactants are C(O)(=O)C#CC.[O:7]1[CH2:11][CH2:10][CH2:9][CH2:8]1.C(Cl)(=O)C(Cl)=O.Cl.[NH2:19][C:20]1[N:21]=[C:22]2[CH:27]=[CH:26][C:25]([O:28][C:29]3[CH:30]=[CH:31][C:32]([CH3:45])=[C:33]([NH:35][C:36]([C:38]4[N:42]([CH3:43])[N:41]=[C:40]([CH3:44])[CH:39]=4)=[O:37])[CH:34]=3)=[N:24][N:23]2[CH:46]=1. The catalyst is CN(C)C=O.CN(C)C(=O)C. The product is [C:11]([NH:19][C:20]1[N:21]=[C:22]2[CH:27]=[CH:26][C:25]([O:28][C:29]3[CH:30]=[CH:31][C:32]([CH3:45])=[C:33]([NH:35][C:36]([C:38]4[N:42]([CH3:43])[N:41]=[C:40]([CH3:44])[CH:39]=4)=[O:37])[CH:34]=3)=[N:24][N:23]2[CH:46]=1)(=[O:7])[C:10]#[C:9][CH3:8]. The yield is 0.370. (3) The reactants are [Cl:1][C:2]1[CH:18]=[CH:17][C:5]([O:6][C:7]2[CH:16]=[CH:15][C:10]([C:11]([NH:13][CH3:14])=[O:12])=[CH:9][CH:8]=2)=[C:4]([N+:19]([O-])=O)[CH:3]=1.Cl[Sn]Cl. No catalyst specified. The product is [NH2:19][C:4]1[CH:3]=[C:2]([Cl:1])[CH:18]=[CH:17][C:5]=1[O:6][C:7]1[CH:16]=[CH:15][C:10]([C:11]([NH:13][CH3:14])=[O:12])=[CH:9][CH:8]=1. The yield is 0.550. (4) The reactants are [CH:1]1([N:7]([CH2:33][CH:34](OC)[O:35]C)[C:8](=[O:32])[CH2:9][CH2:10][N:11]([CH2:22][CH2:23][C:24]2[CH:29]=[CH:28][C:27]([Cl:30])=[C:26]([Cl:31])[CH:25]=2)[C:12](=[O:21])[O:13][CH2:14][C:15]2[CH:20]=[CH:19][CH:18]=[CH:17][CH:16]=2)[CH2:6][CH2:5][CH2:4][CH2:3][CH2:2]1.O.C1(C)C=CC(S(O)(=O)=O)=CC=1.C([O-])(O)=O.[Na+]. The catalyst is ClCCl. The product is [CH:1]1([N:7]([CH2:33][CH:34]=[O:35])[C:8](=[O:32])[CH2:9][CH2:10][N:11]([CH2:22][CH2:23][C:24]2[CH:29]=[CH:28][C:27]([Cl:30])=[C:26]([Cl:31])[CH:25]=2)[C:12](=[O:21])[O:13][CH2:14][C:15]2[CH:20]=[CH:19][CH:18]=[CH:17][CH:16]=2)[CH2:6][CH2:5][CH2:4][CH2:3][CH2:2]1. The yield is 0.840. (5) The reactants are Cl[C:2]1[C:3]([CH3:22])=[CH:4][C:5]2[N:6]([C:8]([C:11]3[CH:16]=[CH:15][CH:14]=[C:13]([O:17][C:18]([F:21])([F:20])[F:19])[CH:12]=3)=[CH:9][N:10]=2)[N:7]=1.[CH3:23][N:24]1[CH2:29][CH2:28][CH:27]([CH2:30][OH:31])[CH2:26][CH2:25]1.CC([O-])(C)C.[Na+]. The catalyst is C1C=CC(/C=C/C(/C=C/C2C=CC=CC=2)=O)=CC=1.C1C=CC(/C=C/C(/C=C/C2C=CC=CC=2)=O)=CC=1.C1C=CC(/C=C/C(/C=C/C2C=CC=CC=2)=O)=CC=1.[Pd].[Pd].C1(C)C=CC=CC=1. The product is [CH3:22][C:3]1[C:2]([O:31][CH2:30][CH:27]2[CH2:28][CH2:29][N:24]([CH3:23])[CH2:25][CH2:26]2)=[N:7][N:6]2[C:8]([C:11]3[CH:16]=[CH:15][CH:14]=[C:13]([O:17][C:18]([F:21])([F:20])[F:19])[CH:12]=3)=[CH:9][N:10]=[C:5]2[CH:4]=1. The yield is 0.112. (6) The reactants are [Cl:1][C:2]1[C:3]2[CH:10]=[CH:9][NH:8][C:4]=2[N:5]=[CH:6][N:7]=1.[CH:11](OCC)([O:15][CH2:16][CH3:17])[O:12][CH2:13][CH3:14]. No catalyst specified. The product is [Cl:1][C:2]1[C:3]2[CH:10]=[CH:9][N:8]([CH:11]([O:15][CH2:16][CH3:17])[O:12][CH2:13][CH3:14])[C:4]=2[N:5]=[CH:6][N:7]=1. The yield is 0.940. (7) The reactants are [C:1]([C:3]1[CH:11]=[CH:10][CH:9]=[C:8]2[C:4]=1[CH:5]=[CH:6][NH:7]2)#[N:2].[H-].[Na+].[CH3:14][O:15][C:16]1[CH:21]=[CH:20][C:19]([S:22](Cl)(=[O:24])=[O:23])=[CH:18][C:17]=1[N:26]1[CH2:31][CH2:30][N:29]([C:32](=[O:37])[C:33]([Cl:36])([Cl:35])[Cl:34])[CH2:28][CH2:27]1. The catalyst is C1COCC1. The product is [CH3:14][O:15][C:16]1[CH:21]=[CH:20][C:19]([S:22]([N:7]2[C:8]3[CH:9]=[CH:10][CH:11]=[C:3]([C:1]#[N:2])[C:4]=3[CH:5]=[CH:6]2)(=[O:23])=[O:24])=[CH:18][C:17]=1[N:26]1[CH2:31][CH2:30][N:29]([C:32](=[O:37])[C:33]([Cl:36])([Cl:35])[Cl:34])[CH2:28][CH2:27]1. The yield is 0.420.